From a dataset of Catalyst prediction with 721,799 reactions and 888 catalyst types from USPTO. Predict which catalyst facilitates the given reaction. (1) Reactant: [CH:1]1([CH:4]=O)[CH2:3][CH2:2]1.[NH2:6][C:7]1[CH:8]=[C:9]2[C:13](=[CH:14][CH:15]=1)[N:12]([CH2:16][C:17]1[CH:22]=[CH:21][CH:20]=[C:19]([O:23][CH3:24])[CH:18]=1)[C:11]([C:25]([O:27][CH2:28][CH3:29])=[O:26])=[C:10]2[C:30]1[CH:35]=[CH:34][C:33]([C:36]([CH3:39])([CH3:38])[CH3:37])=[CH:32][CH:31]=1.[BH4-].[Na+]. Product: [C:36]([C:33]1[CH:32]=[CH:31][C:30]([C:10]2[C:9]3[C:13](=[CH:14][CH:15]=[C:7]([NH:6][CH2:4][CH:1]4[CH2:2][CH2:3]4)[CH:8]=3)[N:12]([CH2:16][C:17]3[CH:22]=[CH:21][CH:20]=[C:19]([O:23][CH3:24])[CH:18]=3)[C:11]=2[C:25]([O:27][CH2:28][CH3:29])=[O:26])=[CH:35][CH:34]=1)([CH3:39])([CH3:37])[CH3:38]. The catalyst class is: 133. (2) Reactant: [CH:1]1([NH:4][C:5]([NH:7][C:8]2[C:9]([C:13]3[NH:17][C:16]4[CH:18]=[CH:19][C:20]([CH2:22][N:23]5[CH2:28][CH2:27][O:26][CH2:25][CH2:24]5)=[CH:21][C:15]=4[N:14]=3)=[N:10][NH:11][CH:12]=2)=[O:6])[CH2:3][CH2:2]1.[CH3:29][S:30]([OH:33])(=[O:32])=[O:31]. Product: [CH3:29][S:30]([OH:33])(=[O:32])=[O:31].[CH:1]1([NH:4][C:5]([NH:7][C:8]2[C:9]([C:13]3[NH:17][C:16]4[CH:18]=[CH:19][C:20]([CH2:22][N:23]5[CH2:24][CH2:25][O:26][CH2:27][CH2:28]5)=[CH:21][C:15]=4[N:14]=3)=[N:10][NH:11][CH:12]=2)=[O:6])[CH2:3][CH2:2]1. The catalyst class is: 191. (3) Reactant: [F:1][C:2]([F:21])([C:7]1[CH:8]=[C:9](OS(C(F)(F)F)(=O)=O)[CH:10]=[CH:11][CH:12]=1)[C:3]([F:6])([F:5])[F:4].[CH:22]([NH:24][C:25](=[O:27])[CH3:26])=[CH2:23].C(N(CC)CC)C.C1(P(C(P(C2C=CC=CC=2)C2C=CC=CC=2)(C)C)C2C=CC=CC=2)C=CC=CC=1. Product: [F:1][C:2]([F:21])([C:7]1[CH:8]=[C:9]([C:22]([NH:24][C:25](=[O:27])[CH3:26])=[CH2:23])[CH:10]=[CH:11][CH:12]=1)[C:3]([F:6])([F:5])[F:4]. The catalyst class is: 274.